This data is from Forward reaction prediction with 1.9M reactions from USPTO patents (1976-2016). The task is: Predict the product of the given reaction. Given the reactants [Br:1][C:2]1[CH:7]=[CH:6][C:5]([CH2:8][C:9]#[N:10])=[CH:4][C:3]=1[F:11].Br[CH2:13][CH2:14]Br.[OH-].[Na+], predict the reaction product. The product is: [Br:1][C:2]1[CH:7]=[CH:6][C:5]([C:8]2([C:9]#[N:10])[CH2:14][CH2:13]2)=[CH:4][C:3]=1[F:11].